From a dataset of Forward reaction prediction with 1.9M reactions from USPTO patents (1976-2016). Predict the product of the given reaction. (1) Given the reactants CCN(CC)CC.[CH3:8][S:9](Cl)(=[O:11])=[O:10].[CH3:13][C:14]1[C:19]([CH2:20][OH:21])=[C:18]([C:22]2[CH:27]=[CH:26][CH:25]=[CH:24][CH:23]=2)[CH:17]=[C:16]([CH3:28])[N:15]=1, predict the reaction product. The product is: [CH3:8][S:9]([O:21][CH2:20][C:19]1[C:14]([CH3:13])=[N:15][C:16]([CH3:28])=[CH:17][C:18]=1[C:22]1[CH:27]=[CH:26][CH:25]=[CH:24][CH:23]=1)(=[O:11])=[O:10]. (2) Given the reactants C(O[CH:5]([C:9]1[CH:14]=[CH:13][C:12]([O:15][C:16](=[O:18])[CH3:17])=[C:11]([O:19][CH2:20][CH3:21])[CH:10]=1)[C:6]([OH:8])=[O:7])(=O)C.O, predict the reaction product. The product is: [C:16]([O:15][C:12]1[CH:13]=[CH:14][C:9]([CH2:5][C:6]([OH:8])=[O:7])=[CH:10][C:11]=1[O:19][CH2:20][CH3:21])(=[O:18])[CH3:17]. (3) The product is: [NH2:24][C:22]([C:4]1[CH:3]=[C:2]([CH:7]=[CH:6][N:5]=1)[C:1]([O:9][CH2:10][CH3:11])=[O:8])=[O:23]. Given the reactants [C:1]([O:9][CH2:10][CH3:11])(=[O:8])[C:2]1[CH:7]=[CH:6][N:5]=[CH:4][CH:3]=1.S(=O)(=O)(O)O.OO.C(=O)=O.[CH:22]([NH2:24])=[O:23], predict the reaction product. (4) Given the reactants [Br:1][C:2]1[CH:7]=[CH:6][C:5]([C:8]2[C:14]3[CH:15]=[C:16]([O:21][CH3:22])[C:17]([O:19][CH3:20])=[CH:18][C:13]=3[CH2:12][CH:11]([CH3:23])[NH:10][N:9]=2)=[CH:4][CH:3]=1.[CH2:24]([N:26]=[C:27]=[O:28])[CH3:25], predict the reaction product. The product is: [Br:1][C:2]1[CH:3]=[CH:4][C:5]([C:8]2[C:14]3[CH:15]=[C:16]([O:21][CH3:22])[C:17]([O:19][CH3:20])=[CH:18][C:13]=3[CH2:12][CH:11]([CH3:23])[N:10]([C:27]([NH:26][CH2:24][CH3:25])=[O:28])[N:9]=2)=[CH:6][CH:7]=1. (5) Given the reactants [Cl-].[C:2]([O:6][C:7](=[O:10])[CH2:8][Zn+])([CH3:5])([CH3:4])[CH3:3].[Br:11][C:12]1[CH:13]=[C:14]2[C:25](=[CH:26][CH:27]=1)[O:24][C:17]1[C:18]([F:23])=[N:19][C:20]([Cl:22])=[CH:21][C:16]=1/[C:15]/2=[N:28]\[S:29]([C:31]([CH3:34])([CH3:33])[CH3:32])=[O:30], predict the reaction product. The product is: [Br:11][C:12]1[CH:13]=[C:14]2[C:25](=[CH:26][CH:27]=1)[O:24][C:17]1[C:18]([F:23])=[N:19][C:20]([Cl:22])=[CH:21][C:16]=1[C:15]2([CH2:8][C:7]([O:6][C:2]([CH3:5])([CH3:4])[CH3:3])=[O:10])[NH:28][S:29]([C:31]([CH3:34])([CH3:33])[CH3:32])=[O:30]. (6) The product is: [CH3:1][C:2]1[N:3]=[CH:4][C:5]([CH:8]=[O:9])=[N:6][CH:7]=1. Given the reactants [CH3:1][C:2]1[N:3]=[CH:4][C:5]([C:8](OC)=[O:9])=[N:6][CH:7]=1.CC(C[AlH]CC(C)C)C, predict the reaction product. (7) The product is: [C:6]([CH2:8][C:9]1[CH:10]=[CH:11][C:12]([O:15][C:16]([C:18]2[CH:27]=[CH:26][C:25]3[C:24](=[O:28])[CH2:23][CH2:22][C:21]([CH3:30])([CH3:29])[C:20]=3[CH:19]=2)=[O:17])=[CH:13][CH:14]=1)([OH:7])=[O:5]. Given the reactants C([O:5][C:6]([CH2:8][C:9]1[CH:14]=[CH:13][C:12]([O:15][C:16]([C:18]2[CH:27]=[CH:26][C:25]3[C:24](=[O:28])[CH2:23][CH2:22][C:21]([CH3:30])([CH3:29])[C:20]=3[CH:19]=2)=[O:17])=[CH:11][CH:10]=1)=[O:7])(C)(C)C.FC(F)(F)C(O)=O.C(OCC)(=O)C, predict the reaction product. (8) Given the reactants [CH3:1][O:2][C:3](=[O:18])[C:4]1[CH:9]=[C:8]([C:10]([F:13])([F:12])[F:11])[CH:7]=[C:6]([S:14](Cl)(=[O:16])=[O:15])[CH:5]=1.S([O-])([O-])=O.[Na+].[Na+].C(=O)([O-])O.[Na+].I[CH:31]([CH3:33])[CH3:32], predict the reaction product. The product is: [CH3:1][O:2][C:3](=[O:18])[C:4]1[CH:9]=[C:8]([C:10]([F:13])([F:12])[F:11])[CH:7]=[C:6]([S:14]([CH:31]([CH3:33])[CH3:32])(=[O:16])=[O:15])[CH:5]=1.